This data is from NCI-60 drug combinations with 297,098 pairs across 59 cell lines. The task is: Regression. Given two drug SMILES strings and cell line genomic features, predict the synergy score measuring deviation from expected non-interaction effect. Drug 1: CS(=O)(=O)C1=CC(=C(C=C1)C(=O)NC2=CC(=C(C=C2)Cl)C3=CC=CC=N3)Cl. Drug 2: CN(CCCl)CCCl.Cl. Cell line: ACHN. Synergy scores: CSS=16.7, Synergy_ZIP=2.36, Synergy_Bliss=2.40, Synergy_Loewe=-23.5, Synergy_HSA=0.937.